Task: Predict the reactants needed to synthesize the given product.. Dataset: Full USPTO retrosynthesis dataset with 1.9M reactions from patents (1976-2016) (1) Given the product [Br:1][C:2]1[CH:7]=[CH:6][C:5]([C:8]2[N:13]=[C:12]3[O:14][C:15]([CH3:20])([CH3:19])[CH2:16][CH:17]([NH:18][C:36](=[O:37])[O:38][C:39]([CH3:42])([CH3:41])[CH3:40])[C:11]3=[CH:10][C:9]=2[C:21]2[CH:22]=[CH:23][C:24]([Cl:27])=[CH:25][CH:26]=2)=[C:4]([Cl:28])[CH:3]=1, predict the reactants needed to synthesize it. The reactants are: [Br:1][C:2]1[CH:7]=[CH:6][C:5]([C:8]2[N:13]=[C:12]3[O:14][C:15]([CH3:20])([CH3:19])[CH2:16][CH:17]([NH2:18])[C:11]3=[CH:10][C:9]=2[C:21]2[CH:26]=[CH:25][C:24]([Cl:27])=[CH:23][CH:22]=2)=[C:4]([Cl:28])[CH:3]=1.CCN(CC)CC.[C:36](O[C:36]([O:38][C:39]([CH3:42])([CH3:41])[CH3:40])=[O:37])([O:38][C:39]([CH3:42])([CH3:41])[CH3:40])=[O:37]. (2) Given the product [CH:1]1([S:4]([CH2:5][CH2:6][CH2:7][N:8]2[C:16]3[C:11](=[CH:12][CH:13]=[C:14]([NH:17][C:18](=[O:25])[C:19]4[CH:24]=[CH:23][N:22]=[CH:21][CH:20]=4)[CH:15]=3)[C:10]([CH3:26])([CH3:27])[C:9]2=[O:28])(=[O:29])=[O:35])[CH2:3][CH2:2]1, predict the reactants needed to synthesize it. The reactants are: [CH:1]1([S:4][CH2:5][CH2:6][CH2:7][N:8]2[C:16]3[C:11](=[CH:12][CH:13]=[C:14]([NH:17][C:18](=[O:25])[C:19]4[CH:24]=[CH:23][N:22]=[CH:21][CH:20]=4)[CH:15]=3)[C:10]([CH3:27])([CH3:26])[C:9]2=[O:28])[CH2:3][CH2:2]1.[OH:29]OS([O-])=O.[K+].[OH2:35]. (3) The reactants are: [F:1][C:2]1[CH:7]=[CH:6][C:5]([O:8][C:9](=[O:33])[N:10]([C@@H:12]2[C@@H:16]([C:17]3[CH:22]=[CH:21][C:20]([Cl:23])=[C:19]([Cl:24])[CH:18]=3)[CH2:15][N:14]([C:25]([CH:27]3[CH2:32][CH2:31][NH:30][CH2:29][CH2:28]3)=[O:26])[CH2:13]2)[CH3:11])=[CH:4][CH:3]=1.Br[C:35]1[S:36][CH:37]=[N:38][N:39]=1.C(N(CC)C(C)C)(C)C. Given the product [F:1][C:2]1[CH:7]=[CH:6][C:5]([O:8][C:9](=[O:33])[N:10]([C@@H:12]2[C@@H:16]([C:17]3[CH:22]=[CH:21][C:20]([Cl:23])=[C:19]([Cl:24])[CH:18]=3)[CH2:15][N:14]([C:25]([CH:27]3[CH2:32][CH2:31][N:30]([C:35]4[S:36][CH:37]=[N:38][N:39]=4)[CH2:29][CH2:28]3)=[O:26])[CH2:13]2)[CH3:11])=[CH:4][CH:3]=1, predict the reactants needed to synthesize it. (4) Given the product [Cl:3][C:4]1[CH:5]=[CH:6][C:7]([O:22][CH2:23][CH3:24])=[C:8]([CH:21]=1)[C:9]([O:11][CH:12]([Br:1])[C:13]([C:15]1[CH:16]=[CH:17][CH:18]=[CH:19][CH:20]=1)=[O:14])=[O:10], predict the reactants needed to synthesize it. The reactants are: [Br:1]Br.[Cl:3][C:4]1[CH:5]=[CH:6][C:7]([O:22][CH2:23][CH3:24])=[C:8]([CH:21]=1)[C:9]([O:11][CH2:12][C:13]([C:15]1[CH:20]=[CH:19][CH:18]=[CH:17][CH:16]=1)=[O:14])=[O:10]. (5) Given the product [CH3:7][O:8][C:9]([C:11]1([C:14]2[O:18][N:17]=[C:16]([C:19]3[CH:24]=[CH:23][C:22]([OH:25])=[CH:21][CH:20]=3)[C:15]=2[C:27]2[CH:32]=[CH:31][CH:30]=[CH:29][CH:28]=2)[CH2:12][CH2:13]1)=[O:10], predict the reactants needed to synthesize it. The reactants are: B(Br)(Br)Br.CO.[CH3:7][O:8][C:9]([C:11]1([C:14]2[O:18][N:17]=[C:16]([C:19]3[CH:24]=[CH:23][C:22]([O:25]C)=[CH:21][CH:20]=3)[C:15]=2[C:27]2[CH:32]=[CH:31][CH:30]=[CH:29][CH:28]=2)[CH2:13][CH2:12]1)=[O:10]. (6) The reactants are: [C:1]1([OH:7])[CH:6]=[CH:5][CH:4]=[CH:3][CH:2]=1.[H-].[Na+].Br[C:11]1[CH:16]=[CH:15][CH:14]=[C:13]([Br:17])[CH:12]=1. Given the product [Br:17][C:13]1[CH:14]=[CH:15][CH:16]=[C:11]([O:7][C:1]2[CH:6]=[CH:5][CH:4]=[CH:3][CH:2]=2)[CH:12]=1, predict the reactants needed to synthesize it.